Dataset: Forward reaction prediction with 1.9M reactions from USPTO patents (1976-2016). Task: Predict the product of the given reaction. Given the reactants [C:1]1([CH3:23])[CH:6]=[CH:5][C:4]([C@H:7]2[CH2:12][C@@H:11]([C:13]([F:16])([F:15])[F:14])[N:10]3[N:17]=[CH:18][C:19]([C:20]([OH:22])=O)=[C:9]3[NH:8]2)=[CH:3][CH:2]=1.CN(C(ON1N=NC2C=CC=NC1=2)=[N+](C)C)C.F[P-](F)(F)(F)(F)F.C(N(CC)C(C)C)(C)C.[Cl:57][C:58]1[CH:59]=[C:60]([CH:63]=[CH:64][C:65]=1[CH3:66])[CH2:61][NH2:62], predict the reaction product. The product is: [Cl:57][C:58]1[CH:59]=[C:60]([CH:63]=[CH:64][C:65]=1[CH3:66])[CH2:61][NH:62][C:20]([C:19]1[CH:18]=[N:17][N:10]2[C@H:11]([C:13]([F:16])([F:15])[F:14])[CH2:12][C@H:7]([C:4]3[CH:3]=[CH:2][C:1]([CH3:23])=[CH:6][CH:5]=3)[NH:8][C:9]=12)=[O:22].